Dataset: Reaction yield outcomes from USPTO patents with 853,638 reactions. Task: Predict the reaction yield, written as a fraction of the theoretical maximum amount of product (1.0 means a 100% yield; for example, 0.34 means a 34% yield). (1) The reactants are [Cl:1][C:2]1[CH2:6][C:5]([CH3:8])([CH3:7])[CH2:4][C:3]=1[CH:9]=O.[CH2:11]([O:13][C:14]([CH:16]=P(C1C=CC=CC=1)(C1C=CC=CC=1)C1C=CC=CC=1)=[O:15])[CH3:12]. The catalyst is C1C=CC=CC=1. The product is [Cl:1][C:2]1[CH2:6][C:5]([CH3:7])([CH3:8])[CH2:4][C:3]=1/[CH:9]=[CH:16]/[C:14]([O:13][CH2:11][CH3:12])=[O:15]. The yield is 0.370. (2) The reactants are [Cl:1][C:2]1[CH:3]=[C:4]([CH:13]=[C:14]([Cl:16])[CH:15]=1)[CH2:5][N:6]1[CH:10]=[CH:9][N:8]=[C:7]1[CH:11]=O.[CH2:17]([NH2:24])[C:18]1[CH:23]=[CH:22][CH:21]=[CH:20][CH:19]=1.[CH:25]1C=CC=CC=1. No catalyst specified. The product is [CH2:17]([NH:24][CH:11]([C:7]1[N:6]([CH2:5][C:4]2[CH:3]=[C:2]([Cl:1])[CH:15]=[C:14]([Cl:16])[CH:13]=2)[CH:10]=[CH:9][N:8]=1)[CH3:25])[C:18]1[CH:23]=[CH:22][CH:21]=[CH:20][CH:19]=1. The yield is 0.330.